Dataset: Reaction yield outcomes from USPTO patents with 853,638 reactions. Task: Predict the reaction yield, written as a fraction of the theoretical maximum amount of product (1.0 means a 100% yield; for example, 0.34 means a 34% yield). (1) The reactants are O[CH2:2][CH2:3][CH2:4][C:5]#[C:6][C:7]1[CH:8]=[C:9]([NH:13][C:14]([C:16]2[CH:17]=[C:18]([S:22]([C:25]3[CH:26]=[C:27]4[C:32](=[C:33]([CH3:35])[CH:34]=3)[N:31]=[CH:30][C:29]([C:36]([NH2:38])=[O:37])=[C:28]4[NH:39][C:40]3[CH:45]=[CH:44][CH:43]=[C:42]([O:46][CH3:47])[CH:41]=3)(=[O:24])=[O:23])[CH:19]=[CH:20][CH:21]=2)=[O:15])[CH:10]=[CH:11][CH:12]=1.C(Br)(Br)(Br)[Br:49].C1(P(C2C=CC=CC=2)C2C=CC=CC=2)C=CC=CC=1. The catalyst is ClCCl.O1CCCC1. The product is [Br:49][CH2:2][CH2:3][CH2:4][C:5]#[C:6][C:7]1[CH:8]=[C:9]([NH:13][C:14]([C:16]2[CH:17]=[C:18]([S:22]([C:25]3[CH:26]=[C:27]4[C:32](=[C:33]([CH3:35])[CH:34]=3)[N:31]=[CH:30][C:29]([C:36]([NH2:38])=[O:37])=[C:28]4[NH:39][C:40]3[CH:45]=[CH:44][CH:43]=[C:42]([O:46][CH3:47])[CH:41]=3)(=[O:24])=[O:23])[CH:19]=[CH:20][CH:21]=2)=[O:15])[CH:10]=[CH:11][CH:12]=1. The yield is 0.480. (2) The reactants are [Br:1][CH2:2][C:3](Br)=[O:4].O[NH:7][C:8]([C:10]1[CH:18]=[CH:17][C:13]2[O:14][CH2:15][O:16][C:12]=2[CH:11]=1)=[NH:9].C([O-])([O-])=O.[K+].[K+]. The catalyst is O. The product is [O:14]1[C:13]2[CH:17]=[CH:18][C:10]([C:8]3[N:7]=[C:3]([CH2:2][Br:1])[O:4][N:9]=3)=[CH:11][C:12]=2[O:16][CH2:15]1. The yield is 0.310. (3) The reactants are [CH3:1][CH:2]([CH3:59])[C@H:3]([NH:54][C:55](=[O:58])[O:56][CH3:57])[C:4]([N:6]1[CH2:10][CH2:9][CH2:8][C@H:7]1[C:11]1[NH:12][CH:13]=[C:14]([C:16]2[CH:21]=[CH:20][C:19]([C:22]3[CH:27]=[CH:26][C:25]([C:28]4[N:29]=[C:30]([CH:33]5[CH2:37][C:36]6([CH2:42][CH2:41][NH:40][CH2:39][CH2:38]6)[CH2:35][N:34]5[C:43](=[O:53])[C@@H:44]([NH:48][C:49]([O:51][CH3:52])=[O:50])[CH:45]([CH3:47])[CH3:46])[NH:31][CH:32]=4)=[CH:24][CH:23]=3)=[CH:18][CH:17]=2)[N:15]=1)=[O:5].C(N(CC)CC)C.[C:67](Cl)(=[O:69])[CH3:68].C(=O)([O-])[O-].[K+].[K+]. The catalyst is C(Cl)Cl. The product is [C:67]([N:40]1[CH2:39][CH2:38][C:36]2([CH2:35][N:34]([C:43](=[O:53])[C@@H:44]([NH:48][C:49]([O:51][CH3:52])=[O:50])[CH:45]([CH3:46])[CH3:47])[CH:33]([C:30]3[NH:31][CH:32]=[C:28]([C:25]4[CH:24]=[CH:23][C:22]([C:19]5[CH:20]=[CH:21][C:16]([C:14]6[N:15]=[C:11]([C@@H:7]7[CH2:8][CH2:9][CH2:10][N:6]7[C:4]([C@@H:3]([NH:54][C:55](=[O:58])[O:56][CH3:57])[CH:2]([CH3:59])[CH3:1])=[O:5])[NH:12][CH:13]=6)=[CH:17][CH:18]=5)=[CH:27][CH:26]=4)[N:29]=3)[CH2:37]2)[CH2:42][CH2:41]1)(=[O:69])[CH3:68]. The yield is 0.900.